Dataset: Catalyst prediction with 721,799 reactions and 888 catalyst types from USPTO. Task: Predict which catalyst facilitates the given reaction. (1) Reactant: [CH3:1][C:2]1[CH:11]=[CH:10][C:9]2[C:4](=[C:5]([OH:12])[CH:6]=[CH:7][CH:8]=2)[N:3]=1.[CH3:13][CH:14]([CH3:16])[O-].[Al+3].[CH3:18][CH:19](C)[O-].[CH3:22]C(C)[O-]. Product: [C:1]1([C:2]2[CH:22]=[C:8]3[C:9](=[CH:10][CH:11]=2)[CH:4]=[C:5]([OH:12])[CH:6]=[CH:7]3)[CH:19]=[CH:18][CH:16]=[CH:14][CH:13]=1.[CH3:1][C:2]1[CH:11]=[CH:10][C:9]2[C:4](=[C:5]([OH:12])[CH:6]=[CH:7][CH:8]=2)[N:3]=1. The catalyst class is: 8. (2) Reactant: CI.[C:3]([O-])([O-])=O.[K+].[K+].[C:9]([CH2:13][C:14]([O:16][CH3:17])=[O:15])(=[O:12])[CH2:10][CH3:11]. Product: [CH3:3][CH:13]([C:9](=[O:12])[CH2:10][CH3:11])[C:14]([O:16][CH3:17])=[O:15]. The catalyst class is: 21. (3) Reactant: [F:1][C:2]1([F:30])[CH2:7][CH2:6][N:5]([C:8]([C:10]2[NH:11][C:12]3[C:17]([CH:18]=2)=[CH:16][C:15]([C:19]([N:21]2[CH2:26][CH2:25][N:24]([CH:27]([CH3:29])[CH3:28])[CH2:23][CH2:22]2)=[O:20])=[CH:14][CH:13]=3)=[O:9])[CH2:4][CH2:3]1.[CH3:31][C:32]1[CH:33]=[C:34](B(O)O)[CH:35]=[CH:36][CH:37]=1.N1C=CC=CC=1. Product: [F:30][C:2]1([F:1])[CH2:7][CH2:6][N:5]([C:8]([C:10]2[N:11]([C:36]3[CH:37]=[C:32]([CH3:31])[CH:33]=[CH:34][CH:35]=3)[C:12]3[C:17]([CH:18]=2)=[CH:16][C:15]([C:19]([N:21]2[CH2:22][CH2:23][N:24]([CH:27]([CH3:28])[CH3:29])[CH2:25][CH2:26]2)=[O:20])=[CH:14][CH:13]=3)=[O:9])[CH2:4][CH2:3]1. The catalyst class is: 221. (4) Reactant: [CH3:1][N:2]1[CH:7]=[CH:6][C:5]([C:8]2[C:16]3[C:11](=[CH:12][CH:13]=[C:14]([OH:17])[CH:15]=3)[NH:10][CH:9]=2)=[CH:4][CH2:3]1.CN1CCCC1=O.[Si:25](Cl)([C:28]([CH3:31])([CH3:30])[CH3:29])([CH3:27])[CH3:26].N1C=CN=C1. Product: [Si:25]([O:17][C:14]1[CH:15]=[C:16]2[C:11](=[CH:12][CH:13]=1)[NH:10][CH:9]=[C:8]2[CH:5]1[CH2:4][CH2:3][N:2]([CH3:1])[CH2:7][CH2:6]1)([C:28]([CH3:31])([CH3:30])[CH3:29])([CH3:27])[CH3:26]. The catalyst class is: 4. (5) Reactant: [SH:1][C:2]1[CH:10]=[CH:9][CH:8]=[CH:7][C:3]=1[C:4]([OH:6])=[O:5].Br[CH2:12][CH2:13][C:14]([C:17]1[CH:22]=[CH:21][C:20]([F:23])=[CH:19][CH:18]=1)([F:16])[F:15].C(=O)([O-])[O-].[K+].[K+].Cl. Product: [F:16][C:14]([F:15])([C:17]1[CH:22]=[CH:21][C:20]([F:23])=[CH:19][CH:18]=1)[CH2:13][CH2:12][S:1][C:2]1[CH:10]=[CH:9][CH:8]=[CH:7][C:3]=1[C:4]([OH:6])=[O:5]. The catalyst class is: 95. (6) Reactant: [CH3:1][C:2]1[N:3]=[C:4]([C:17]([O:19]CC)=O)[S:5][C:6]=1[C:7]1[CH:12]=[CH:11][CH:10]=[C:9]([C:13]([F:16])([F:15])[F:14])[CH:8]=1.[F:22][C:23]1[CH:29]=[CH:28][CH:27]=[C:26]([F:30])[C:24]=1[NH2:25].[Al](C)(C)C. Product: [F:22][C:23]1[CH:29]=[CH:28][CH:27]=[C:26]([F:30])[C:24]=1[NH:25][C:17]([C:4]1[S:5][C:6]([C:7]2[CH:12]=[CH:11][CH:10]=[C:9]([C:13]([F:14])([F:15])[F:16])[CH:8]=2)=[C:2]([CH3:1])[N:3]=1)=[O:19]. The catalyst class is: 11. (7) Reactant: Br[C:2]1[C:7]([Cl:8])=[CH:6][C:5]([OH:9])=[C:4]([S:10]([N:13]2[CH2:19][CH2:18][CH2:17][CH2:16][C:15]3[CH:20]=[CH:21][CH:22]=[CH:23][C:14]2=3)(=[O:12])=[O:11])[CH:3]=1.B1(B2[O:28][C:27]([CH3:30])([CH3:29])[C:26]([CH3:32])([CH3:31])[O:25]2)[O:28][C:27]([CH3:30])([CH3:29])[C:26]([CH3:32])([CH3:31])[O:25]1.[C:42]([O-])(=O)C.[K+]. Product: [Cl:8][C:7]1[C:2]([CH:42]2[O:28][C:27]([CH3:30])([CH3:29])[C:26]([CH3:32])([CH3:31])[O:25]2)=[CH:3][C:4]([S:10]([N:13]2[CH2:19][CH2:18][CH2:17][CH2:16][C:15]3[CH:20]=[CH:21][CH:22]=[CH:23][C:14]2=3)(=[O:12])=[O:11])=[C:5]([OH:9])[CH:6]=1. The catalyst class is: 75. (8) Reactant: Cl.[CH2:2]([NH:4][C:5]1[N:10]=[C:9]([NH:11][C:12]2[C:13]3[CH2:24][NH:23][C:22]([CH3:26])([CH3:25])[C:14]=3[N:15]([C:17]([O:19][CH2:20][CH3:21])=[O:18])[N:16]=2)[C:8]([F:27])=[CH:7][N:6]=1)[CH3:3].CCN(C(C)C)C(C)C.[Cl:37][C:38](Cl)([O:40]C(=O)OC(Cl)(Cl)Cl)Cl. Product: [Cl:37][C:38]([N:23]1[CH2:24][C:13]2[C:12]([NH:11][C:9]3[C:8]([F:27])=[CH:7][N:6]=[C:5]([NH:4][CH2:2][CH3:3])[N:10]=3)=[N:16][N:15]([C:17]([O:19][CH2:20][CH3:21])=[O:18])[C:14]=2[C:22]1([CH3:25])[CH3:26])=[O:40]. The catalyst class is: 258. (9) Reactant: [CH2:1]([C:3]1[C:4](=O)[CH2:5][CH2:6][C:7]2([CH3:18])[C:16]=1[CH2:15][CH2:14][C:13]1[C:8]2=[CH:9][CH:10]=[C:11]([OH:17])[CH:12]=1)[CH3:2]. Product: [CH2:1]([C:3]1[CH2:4][CH2:5][CH2:6][C:7]2([CH3:18])[C:16]=1[CH2:15][CH2:14][C:13]1[CH:12]=[C:11]([OH:17])[CH:10]=[CH:9][C:8]2=1)[CH3:2]. The catalyst class is: 10.